Dataset: Reaction yield outcomes from USPTO patents with 853,638 reactions. Task: Predict the reaction yield, written as a fraction of the theoretical maximum amount of product (1.0 means a 100% yield; for example, 0.34 means a 34% yield). (1) The reactants are [C:1]([C:3]1[CH:8]=[CH:7][CH:6]=[CH:5][C:4]=1[C:9]1[CH:14]=[CH:13][C:12]([CH2:15][C:16]2[C:17](=[O:38])[N:18]([CH:28]3[CH2:31][CH:30]([C:32]([O:34]CCC)=O)[CH2:29]3)[C:19]3[N:20]([N:25]=[CH:26][N:27]=3)[C:21]=2[CH2:22][CH2:23][CH3:24])=[CH:11][CH:10]=1)#[N:2].[OH-].[Na+].Cl.[CH3:42][Mg]Br.[Cl-].[NH4+]. The catalyst is O1CCCC1.O.CO. The product is [C:32]([C@H:30]1[CH2:31][C@H:28]([N:18]2[C:17](=[O:38])[C:16]([CH2:15][C:12]3[CH:13]=[CH:14][C:9]([C:4]4[C:3]([C:1]#[N:2])=[CH:8][CH:7]=[CH:6][CH:5]=4)=[CH:10][CH:11]=3)=[C:21]([CH2:22][CH2:23][CH3:24])[N:20]3[N:25]=[CH:26][N:27]=[C:19]23)[CH2:29]1)(=[O:34])[CH3:42]. The yield is 0.280. (2) The reactants are [Cl:1][C:2]1[CH:3]=[C:4]([CH:25]=[CH:26][CH:27]=1)[CH2:5][CH2:6][S:7]([N:10]1[CH2:14][C@H:13]2[CH2:15][N:16](C(OC(C)(C)C)=O)[CH2:17][C@H:12]2[CH2:11]1)(=[O:9])=[O:8].Cl. The catalyst is CO.Cl. The product is [Cl:1][C:2]1[CH:3]=[C:4]([CH:25]=[CH:26][CH:27]=1)[CH2:5][CH2:6][S:7]([N:10]1[CH2:11][C@@H:12]2[C@@H:13]([CH2:15][NH:16][CH2:17]2)[CH2:14]1)(=[O:9])=[O:8]. The yield is 0.810. (3) The reactants are [CH2:1]([O:3][C:4]1[N:9]=[N:8][C:7]([C:10]([OH:12])=O)=[CH:6][CH:5]=1)[CH3:2].C1N=CN(C(N2C=NC=C2)=O)C=1.CS(O)(=O)=O.[NH2:30][CH2:31][C:32]1[CH:33]=[C:34]2[C:38](=[CH:39][CH:40]=1)[C:37](=[O:41])[N:36]([CH:42]1[CH2:47][CH2:46][C:45](=[O:48])[NH:44][C:43]1=[O:49])[CH2:35]2.O. The catalyst is CN(C)C=O. The product is [O:49]=[C:43]1[CH:42]([N:36]2[CH2:35][C:34]3[C:38](=[CH:39][CH:40]=[C:32]([CH2:31][NH:30][C:10]([C:7]4[N:8]=[N:9][C:4]([O:3][CH2:1][CH3:2])=[CH:5][CH:6]=4)=[O:12])[CH:33]=3)[C:37]2=[O:41])[CH2:47][CH2:46][C:45](=[O:48])[NH:44]1. The yield is 0.840. (4) The reactants are [CH2:1]([O:3][C:4]1[S:5][CH:6]=[CH:7][CH:8]=1)[CH3:2].C([Li])CCC.CN(C)[CH:16]=[O:17].Cl. The catalyst is O1CCCC1.CN(C)P(N(C)C)(N(C)C)=O. The product is [CH2:1]([O:3][C:4]1[S:5][C:6]([CH:16]=[O:17])=[CH:7][CH:8]=1)[CH3:2]. The yield is 0.490. (5) The reactants are [C:1]([NH:4][C:5]1[CH:10]=[CH:9][CH:8]=[CH:7][C:6]=1[C:11](=[C:25]1[CH2:30][CH2:29][N:28]([CH2:31][CH2:32][CH2:33][CH3:34])[CH2:27][CH2:26]1)[C:12]1[CH:24]=[CH:23][C:15]([C:16]([N:18]([CH2:21][CH3:22])[CH2:19][CH3:20])=[O:17])=[CH:14][CH:13]=1)(=[O:3])[CH3:2].[NH2:35][C:36]1C=CC=C[C:37]=1C(=C1CCN(CC2C=CC=CN=2)CC1)C1C=CC(C(N(CC)CC)=O)=CC=1.C(Cl)(=O)C.C(N(CC)CC)C.C(O)(C(F)(F)F)=O. No catalyst specified. The yield is 0.200. The product is [C:1]([NH:4][C:5]1[CH:10]=[CH:9][CH:8]=[CH:7][C:6]=1[C:11](=[C:25]1[CH2:30][CH2:29][N:28]([CH2:31][C:32]2[CH:33]=[CH:34][CH:37]=[CH:36][N:35]=2)[CH2:27][CH2:26]1)[C:12]1[CH:24]=[CH:23][C:15]([C:16]([N:18]([CH2:19][CH3:20])[CH2:21][CH3:22])=[O:17])=[CH:14][CH:13]=1)(=[O:3])[CH3:2].